The task is: Regression. Given a peptide amino acid sequence and an MHC pseudo amino acid sequence, predict their binding affinity value. This is MHC class II binding data.. This data is from Peptide-MHC class II binding affinity with 134,281 pairs from IEDB. (1) The peptide sequence is DDIKATYDKGILTVS. The MHC is DRB1_1501 with pseudo-sequence DRB1_1501. The binding affinity (normalized) is 0.433. (2) The peptide sequence is EVVKANGGYLAAGKL. The MHC is DRB1_1501 with pseudo-sequence DRB1_1501. The binding affinity (normalized) is 0.734. (3) The peptide sequence is EFEPPHAATIRVLAL. The MHC is DRB1_0901 with pseudo-sequence DRB1_0901. The binding affinity (normalized) is 0.305. (4) The peptide sequence is SSWIELDEIGEDVAP. The MHC is DRB1_0802 with pseudo-sequence DRB1_0802. The binding affinity (normalized) is 0.168.